This data is from Catalyst prediction with 721,799 reactions and 888 catalyst types from USPTO. The task is: Predict which catalyst facilitates the given reaction. (1) Reactant: Br[C:2]1[CH:10]=[C:9]2[C:5]([CH:6]=[N:7][N:8]2[CH3:11])=[C:4]([Cl:12])[CH:3]=1.CC1(C)COB(B2OCC(C)(C)CO2)OC1.CC([O-])=O.[K+].ClCCl.Cl[C:38]1[N:43]=[C:42]([O:44][CH3:45])[C:41]([C@@:46]2([CH3:53])[CH2:51][CH2:50][CH2:49][NH:48][C:47]2=[O:52])=[CH:40][CH:39]=1.C(=O)([O-])[O-].[Na+].[Na+]. Product: [Cl:12][C:4]1[CH:3]=[C:2]([C:38]2[N:43]=[C:42]([O:44][CH3:45])[C:41]([C@@:46]3([CH3:53])[CH2:51][CH2:50][CH2:49][NH:48][C:47]3=[O:52])=[CH:40][CH:39]=2)[CH:10]=[C:9]2[C:5]=1[CH:6]=[N:7][N:8]2[CH3:11]. The catalyst class is: 12. (2) Reactant: [N+:1]([C:4]1[CH:9]=[CH:8][C:7]([CH2:10][C:11]([O:13][CH2:14][CH3:15])=[O:12])=[CH:6][C:5]=1[O:16][CH2:17][C:18]([F:21])([F:20])[F:19])([O-:3])=[O:2].[H-].[Na+].Br[CH2:25][CH2:26][CH2:27][CH2:28]Br.[NH4+].[Cl-]. Product: [N+:1]([C:4]1[CH:9]=[CH:8][C:7]([C:10]2([C:11]([O:13][CH2:14][CH3:15])=[O:12])[CH2:28][CH2:27][CH2:26][CH2:25]2)=[CH:6][C:5]=1[O:16][CH2:17][C:18]([F:19])([F:20])[F:21])([O-:3])=[O:2]. The catalyst class is: 3. (3) The catalyst class is: 50. Product: [ClH:10].[CH2:1]([NH2:8])[C:2]1[CH:7]=[CH:6][CH:5]=[CH:4][CH:3]=1. Reactant: [CH:1](=[N:8]O)[C:2]1[CH:7]=[CH:6][CH:5]=[CH:4][CH:3]=1.[ClH:10].